This data is from Forward reaction prediction with 1.9M reactions from USPTO patents (1976-2016). The task is: Predict the product of the given reaction. Given the reactants [H-].[Na+].[NH2:3][C@H:4]([CH2:7][CH3:8])[CH2:5][OH:6].Cl[CH2:10][C:11](Cl)=[O:12].[Cl-].[NH4+], predict the reaction product. The product is: [CH2:7]([C@H:4]1[NH:3][C:11](=[O:12])[CH2:10][O:6][CH2:5]1)[CH3:8].